From a dataset of Forward reaction prediction with 1.9M reactions from USPTO patents (1976-2016). Predict the product of the given reaction. (1) Given the reactants Cl[C:2]1[N:7]=[CH:6][N:5]=[C:4]([NH2:8])[CH:3]=1.C([Sn](CCCC)(CCCC)[C:14]([O:16][CH2:17][CH3:18])=[CH2:15])CCC, predict the reaction product. The product is: [CH2:17]([O:16][C:14]([C:2]1[N:7]=[CH:6][N:5]=[C:4]([NH2:8])[CH:3]=1)=[CH2:15])[CH3:18]. (2) Given the reactants [CH2:1](Br)[C:2]1[CH:7]=[CH:6][CH:5]=[CH:4][CH:3]=1.N12CCCN=C1CCCCC2.[Br:20][C:21]1[CH:22]=[C:23]2[C:27](=[CH:28][CH:29]=1)[NH:26][C:25]([C:30]([OH:32])=[O:31])=[CH:24]2, predict the reaction product. The product is: [Br:20][C:21]1[CH:22]=[C:23]2[C:27](=[CH:28][CH:29]=1)[NH:26][C:25]([C:30]([O:32][CH2:1][C:2]1[CH:7]=[CH:6][CH:5]=[CH:4][CH:3]=1)=[O:31])=[CH:24]2.